Dataset: NCI-60 drug combinations with 297,098 pairs across 59 cell lines. Task: Regression. Given two drug SMILES strings and cell line genomic features, predict the synergy score measuring deviation from expected non-interaction effect. (1) Drug 1: CC1C(C(CC(O1)OC2CC(CC3=C2C(=C4C(=C3O)C(=O)C5=C(C4=O)C(=CC=C5)OC)O)(C(=O)C)O)N)O.Cl. Drug 2: C1CC(=O)NC(=O)C1N2C(=O)C3=CC=CC=C3C2=O. Cell line: HOP-92. Synergy scores: CSS=21.2, Synergy_ZIP=-3.23, Synergy_Bliss=4.03, Synergy_Loewe=-22.0, Synergy_HSA=3.16. (2) Drug 1: C1=CC=C(C=C1)NC(=O)CCCCCCC(=O)NO. Drug 2: C1=CC=C(C(=C1)C(C2=CC=C(C=C2)Cl)C(Cl)Cl)Cl. Cell line: HS 578T. Synergy scores: CSS=11.7, Synergy_ZIP=-4.40, Synergy_Bliss=-3.22, Synergy_Loewe=-9.83, Synergy_HSA=-2.16. (3) Drug 1: C1=C(C(=O)NC(=O)N1)N(CCCl)CCCl. Drug 2: CCC1(CC2CC(C3=C(CCN(C2)C1)C4=CC=CC=C4N3)(C5=C(C=C6C(=C5)C78CCN9C7C(C=CC9)(C(C(C8N6C=O)(C(=O)OC)O)OC(=O)C)CC)OC)C(=O)OC)O.OS(=O)(=O)O. Cell line: A549. Synergy scores: CSS=29.9, Synergy_ZIP=9.80, Synergy_Bliss=10.5, Synergy_Loewe=8.17, Synergy_HSA=8.17. (4) Drug 1: C1C(C(OC1N2C=C(C(=O)NC2=O)F)CO)O. Drug 2: CC1CCCC2(C(O2)CC(NC(=O)CC(C(C(=O)C(C1O)C)(C)C)O)C(=CC3=CSC(=N3)C)C)C. Cell line: SF-539. Synergy scores: CSS=53.2, Synergy_ZIP=-2.31, Synergy_Bliss=-3.18, Synergy_Loewe=-4.84, Synergy_HSA=0.522. (5) Drug 1: C1=CC(=CC=C1C#N)C(C2=CC=C(C=C2)C#N)N3C=NC=N3. Drug 2: CN1C2=C(C=C(C=C2)N(CCCl)CCCl)N=C1CCCC(=O)O.Cl. Cell line: SK-MEL-5. Synergy scores: CSS=17.0, Synergy_ZIP=-3.70, Synergy_Bliss=-1.35, Synergy_Loewe=2.71, Synergy_HSA=1.79. (6) Drug 1: C1=NNC2=C1C(=O)NC=N2. Drug 2: C1CNP(=O)(OC1)N(CCCl)CCCl. Cell line: A498. Synergy scores: CSS=2.62, Synergy_ZIP=-1.37, Synergy_Bliss=0.108, Synergy_Loewe=-0.630, Synergy_HSA=0.313. (7) Drug 1: CN1C2=C(C=C(C=C2)N(CCCl)CCCl)N=C1CCCC(=O)O.Cl. Drug 2: CC12CCC3C(C1CCC2OP(=O)(O)O)CCC4=C3C=CC(=C4)OC(=O)N(CCCl)CCCl.[Na+]. Cell line: MCF7. Synergy scores: CSS=-2.84, Synergy_ZIP=0.284, Synergy_Bliss=-4.53, Synergy_Loewe=-5.41, Synergy_HSA=-9.50. (8) Drug 1: CN1CCC(CC1)COC2=C(C=C3C(=C2)N=CN=C3NC4=C(C=C(C=C4)Br)F)OC. Drug 2: CCC(=C(C1=CC=CC=C1)C2=CC=C(C=C2)OCCN(C)C)C3=CC=CC=C3.C(C(=O)O)C(CC(=O)O)(C(=O)O)O. Cell line: SK-MEL-2. Synergy scores: CSS=4.27, Synergy_ZIP=1.76, Synergy_Bliss=4.20, Synergy_Loewe=0.429, Synergy_HSA=1.09.